Dataset: Catalyst prediction with 721,799 reactions and 888 catalyst types from USPTO. Task: Predict which catalyst facilitates the given reaction. Reactant: [CH3:1][O:2][C:3]([C:5]1[S:6][C:7]([C:11]#[C:12][C:13]([CH3:16])([CH3:15])[CH3:14])=[CH:8][C:9]=1[NH2:10])=[O:4].[CH3:17][C@H:18]1[CH2:23][CH2:22][C@H:21]([C:24](Cl)=[O:25])[CH2:20][CH2:19]1. Product: [CH3:1][O:2][C:3]([C:5]1[S:6][C:7]([C:11]#[C:12][C:13]([CH3:16])([CH3:15])[CH3:14])=[CH:8][C:9]=1[NH:10][C:24]([C@H:21]1[CH2:22][CH2:23][C@H:18]([CH3:17])[CH2:19][CH2:20]1)=[O:25])=[O:4]. The catalyst class is: 26.